Dataset: Reaction yield outcomes from USPTO patents with 853,638 reactions. Task: Predict the reaction yield, written as a fraction of the theoretical maximum amount of product (1.0 means a 100% yield; for example, 0.34 means a 34% yield). (1) The reactants are [Br:1][C:2]1[CH:7]=[CH:6][C:5]([CH:8]([OH:22])[C:9](=[O:21])[N:10]2[CH2:16][C:15]3([CH3:18])[CH2:17][CH:11]2[CH2:12][C:13]([CH3:20])([CH3:19])[CH2:14]3)=[C:4]([F:23])[CH:3]=1.[CH3:24]N(C)C=O.[H-].[Na+].CI.Cl. No catalyst specified. The product is [Br:1][C:2]1[CH:7]=[CH:6][C:5]([CH:8]([O:22][CH3:24])[C:9]([N:10]2[CH2:16][C:15]3([CH3:18])[CH2:17][CH:11]2[CH2:12][C:13]([CH3:19])([CH3:20])[CH2:14]3)=[O:21])=[C:4]([F:23])[CH:3]=1. The yield is 0.804. (2) The reactants are [CH3:1][S:2][C:3]1[CH:8]=[CH:7][C:6]([CH2:9][C:10]([OH:12])=[O:11])=[CH:5][CH:4]=1.S(=O)(=O)(O)O.[CH3:18]O. No catalyst specified. The product is [CH3:18][O:11][C:10](=[O:12])[CH2:9][C:6]1[CH:5]=[CH:4][C:3]([S:2][CH3:1])=[CH:8][CH:7]=1. The yield is 0.920. (3) The catalyst is O1CCCC1.C(OCC)(=O)C. The product is [CH3:19][CH:17]([C:7]1([C:1]2[CH:6]=[CH:5][CH:4]=[CH:3][CH:2]=2)[CH2:8][CH2:9][C:10]2([O:14][CH2:13][CH2:12][O:11]2)[CH2:15][CH2:16]1)[OH:18]. The yield is 0.960. The reactants are [C:1]1([C:7]2([CH:17]=[O:18])[CH2:16][CH2:15][C:10]3([O:14][CH2:13][CH2:12][O:11]3)[CH2:9][CH2:8]2)[CH:6]=[CH:5][CH:4]=[CH:3][CH:2]=1.[CH3:19][Mg]Br.[Cl-].[NH4+].O.